Dataset: Forward reaction prediction with 1.9M reactions from USPTO patents (1976-2016). Task: Predict the product of the given reaction. (1) Given the reactants [NH2:1][C@H:2]([C:7]([OH:9])=[O:8])[C:3]([CH3:6])([CH3:5])[CH3:4].C([O-])(O)=O.[Na+].Cl[C:16]([O:18][CH2:19][C:20]1[CH:25]=[CH:24][CH:23]=[CH:22][CH:21]=1)=[O:17].C([O-])([O-])=O.[Na+].[Na+], predict the reaction product. The product is: [CH2:19]([O:18][C:16]([NH:1][CH:2]([C:3]([CH3:6])([CH3:5])[CH3:4])[C:7]([OH:9])=[O:8])=[O:17])[C:20]1[CH:25]=[CH:24][CH:23]=[CH:22][CH:21]=1. (2) Given the reactants [CH2:1]([C:3]1[CH:8]=[CH:7][C:6]([CH:9]2[CH2:14][N:13]([C:15]([N:17]3[CH2:22][CH2:21][S:20][CH2:19][CH2:18]3)=[O:16])[CH2:12][CH:11]([C:23]([OH:25])=O)[CH2:10]2)=[CH:5][CH:4]=1)[CH3:2].[CH2:26]([O:28][CH2:29][CH2:30][C:31](=[NH:34])[NH:32]O)[CH3:27], predict the reaction product. The product is: [CH2:26]([O:28][CH2:29][CH2:30][C:31]1[N:34]=[C:23]([CH:11]2[CH2:10][CH:9]([C:6]3[CH:5]=[CH:4][C:3]([CH2:1][CH3:2])=[CH:8][CH:7]=3)[CH2:14][N:13]([C:15]([N:17]3[CH2:22][CH2:21][S:20][CH2:19][CH2:18]3)=[O:16])[CH2:12]2)[O:25][N:32]=1)[CH3:27]. (3) Given the reactants [CH3:1][O:2][C:3]([C@@H:5]1[CH2:9][C@@H:8]([S:10]([C:13]2[CH:18]=[CH:17][CH:16]=[CH:15][C:14]=2[C:19]([F:22])([F:21])[F:20])(=[O:12])=[O:11])[CH2:7][N:6]1[C:23](=O)[CH2:24][C:25]([CH:27]1[CH2:29][CH2:28]1)=O)=[O:4].COC1C=CC(P2(SP(C3C=CC(OC)=CC=3)(=S)S2)=S)=CC=1.[F:53][C:54]([F:64])([F:63])[C:55]1[CH:60]=[CH:59][C:58]([NH:61][NH2:62])=[CH:57][CH:56]=1, predict the reaction product. The product is: [CH3:1][O:2][C:3]([C@@H:5]1[CH2:9][C@@H:8]([S:10]([C:13]2[CH:18]=[CH:17][CH:16]=[CH:15][C:14]=2[C:19]([F:20])([F:21])[F:22])(=[O:11])=[O:12])[CH2:7][N:6]1[C:23]1[N:61]([C:58]2[CH:57]=[CH:56][C:55]([C:54]([F:63])([F:64])[F:53])=[CH:60][CH:59]=2)[N:62]=[C:25]([CH:27]2[CH2:28][CH2:29]2)[CH:24]=1)=[O:4]. (4) The product is: [ClH:28].[F:27][CH:2]([F:1])[O:3][C:4]1[CH:5]=[CH:6][C:7]2[NH:11][C:10](=[O:12])[N:9]([CH:13]3[CH2:14][CH2:15][NH:16][CH2:17][CH2:18]3)[C:8]=2[CH:26]=1. Given the reactants [F:1][CH:2]([F:27])[O:3][C:4]1[CH:5]=[CH:6][C:7]2[NH:11][C:10](=[O:12])[N:9]([CH:13]3[CH2:18][CH2:17][N:16](C(OC(C)(C)C)=O)[CH2:15][CH2:14]3)[C:8]=2[CH:26]=1.[ClH:28], predict the reaction product. (5) Given the reactants [O:1]([S:9]([C:12]([F:15])([F:14])[F:13])(=[O:11])=[O:10])S(C(F)(F)F)(=O)=O.[Br:16][C:17]1[CH:22]=[CH:21][C:20]([C:23]2[S:27][C:26]3[CH:28]=[C:29](O)[CH:30]=[CH:31][C:25]=3[CH:24]=2)=[CH:19][CH:18]=1, predict the reaction product. The product is: [Br:16][C:17]1[CH:22]=[CH:21][C:20]([C:23]2[S:27][C:26]3[CH:28]=[C:29]([O:1][S:9]([C:12]([F:13])([F:14])[F:15])(=[O:10])=[O:11])[CH:30]=[CH:31][C:25]=3[CH:24]=2)=[CH:19][CH:18]=1. (6) Given the reactants [C:1]([O:20][CH2:21][C@@H:22]([O:25][CH2:26][C:27](OC(C)(C)C)=O)[CH:23]=[CH2:24])([C:14]1[CH:19]=[CH:18][CH:17]=[CH:16][CH:15]=1)([C:8]1[CH:13]=[CH:12][CH:11]=[CH:10][CH:9]=1)[C:2]1[CH:7]=[CH:6][CH:5]=[CH:4][CH:3]=1.[H-].C([Al+]CC(C)C)C(C)C.Cl.C([O-])(=O)C.[Na+].Cl.[NH2:51][OH:52], predict the reaction product. The product is: [C:1]([O:20][CH2:21][C@@H:22]([O:25][CH2:26]/[CH:27]=[N:51]/[OH:52])[CH:23]=[CH2:24])([C:14]1[CH:19]=[CH:18][CH:17]=[CH:16][CH:15]=1)([C:8]1[CH:13]=[CH:12][CH:11]=[CH:10][CH:9]=1)[C:2]1[CH:7]=[CH:6][CH:5]=[CH:4][CH:3]=1.